This data is from Forward reaction prediction with 1.9M reactions from USPTO patents (1976-2016). The task is: Predict the product of the given reaction. (1) Given the reactants [OH-].[Na+].[NH2:3][C:4]1[N:5]=[CH:6][C:7]2[CH:12]([C:13]([O:15]C)=[O:14])[CH2:11][CH2:10][C:8]=2[N:9]=1.Cl, predict the reaction product. The product is: [NH2:3][C:4]1[N:5]=[CH:6][C:7]2[CH:12]([C:13]([OH:15])=[O:14])[CH2:11][CH2:10][C:8]=2[N:9]=1. (2) Given the reactants [F:1][C:2]1[CH:20]=[CH:19][C:5]([CH2:6][N:7]2[C:15]3[C:10](=[CH:11][CH:12]=[CH:13][CH:14]=3)[CH:9]=[C:8]2[C:16](O)=[O:17])=[CH:4][CH:3]=1.C(Cl)CCl.C1C=CC2N(O)N=NC=2C=1.[NH:35]1[CH2:40][CH2:39][CH:38]([CH2:41][N:42]2[CH2:47][CH2:46][CH2:45][CH2:44][CH2:43]2)[CH2:37][CH2:36]1, predict the reaction product. The product is: [F:1][C:2]1[CH:3]=[CH:4][C:5]([CH2:6][N:7]2[C:15]3[C:10](=[CH:11][CH:12]=[CH:13][CH:14]=3)[CH:9]=[C:8]2[C:16]([N:35]2[CH2:36][CH2:37][CH:38]([CH2:41][N:42]3[CH2:47][CH2:46][CH2:45][CH2:44][CH2:43]3)[CH2:39][CH2:40]2)=[O:17])=[CH:19][CH:20]=1. (3) Given the reactants [CH3:1][C:2]1[C:3]([N:9]2[C@@H:16]3[C@@H:11]([CH2:12][CH2:13][NH:14][CH2:15]3)[CH2:10]2)=[N:4][C:5]([CH3:8])=[CH:6][N:7]=1.CC1C=C(C)N=C(N2[C@@H]3[C@@H](CCNC3)C2)N=1.[F:33][C:34]1[CH:35]=[CH:36][C:37]([N:43]2[N:47]=[CH:46][CH:45]=[N:44]2)=[C:38]([CH:42]=1)[C:39](O)=[O:40].S1C=CC=C1C1C=CC=CC=1C(O)=O, predict the reaction product. The product is: [CH3:1][C:2]1[C:3]([N:9]2[C@@H:16]3[C@@H:11]([CH2:12][CH2:13][N:14]([C:39]([C:38]4[CH:42]=[C:34]([F:33])[CH:35]=[CH:36][C:37]=4[N:43]4[N:47]=[CH:46][CH:45]=[N:44]4)=[O:40])[CH2:15]3)[CH2:10]2)=[N:4][C:5]([CH3:8])=[CH:6][N:7]=1.